Task: Predict the product of the given reaction.. Dataset: Forward reaction prediction with 1.9M reactions from USPTO patents (1976-2016) (1) Given the reactants [C:1]([O:5][CH2:6][CH3:7])(=[O:4])[CH:2]=[CH2:3].CC(N=N[C:15]([C:18]#N)([CH3:17])C)(C#N)C.[C:20](OCC)(=O)[CH3:21].[CH:26](O)(C)C, predict the reaction product. The product is: [C:1]([O:5][CH2:6][CH:7]([CH2:20][CH3:21])[CH2:26][CH2:18][CH2:15][CH3:17])(=[O:4])[CH:2]=[CH2:3]. (2) Given the reactants [CH:1]([C:3]1[O:4][C:5]2[C:10]([C:11](=[O:13])[CH:12]=1)=[CH:9][CH:8]=[CH:7][C:6]=2[NH:14][C:15](=[O:33])[C:16]1[CH:21]=[CH:20][C:19]([O:22][CH2:23][CH2:24][CH2:25][CH2:26][C:27]2[CH:32]=[CH:31][CH:30]=[CH:29][CH:28]=2)=[CH:18][CH:17]=1)=O.Cl.[NH2:35][OH:36].C(N(CC)CC)C, predict the reaction product. The product is: [OH:36][N:35]=[CH:1][C:3]1[O:4][C:5]2[C:10]([C:11](=[O:13])[CH:12]=1)=[CH:9][CH:8]=[CH:7][C:6]=2[NH:14][C:15](=[O:33])[C:16]1[CH:21]=[CH:20][C:19]([O:22][CH2:23][CH2:24][CH2:25][CH2:26][C:27]2[CH:32]=[CH:31][CH:30]=[CH:29][CH:28]=2)=[CH:18][CH:17]=1. (3) Given the reactants [Cl:1][C:2]1[N:11]=[C:10](Cl)[C:9]2[C:4](=[CH:5][CH:6]=[CH:7][CH:8]=2)[N:3]=1.[C:13]([O-])(=O)[CH3:14].[K+].O, predict the reaction product. The product is: [Cl:1][C:2]1[N:11]=[C:10]([NH:3][C:4]2[CH:9]=[CH:8][C:13]([CH3:14])=[CH:6][CH:5]=2)[C:9]2[C:4](=[CH:5][CH:6]=[CH:7][CH:8]=2)[N:3]=1. (4) Given the reactants [O-]P([O-])([O-])=O.[K+].[K+].[K+].[CH3:9][C:10]1[CH:15]=[CH:14][CH:13]=[C:12]([CH3:16])[C:11]=1B(O)O.Br[C:21]1[N:25](C2C(C(C)C)=CC=CC=2C(C)C)[C:24]([C:38]2[CH:43]=[CH:42][CH:41]=[CH:40][CH:39]=2)=[N:23][N:22]=1.C1(P(C2CCCCC2)[C:51]2C=CC=[CH:53][C:52]=2[C:57]2[C:62](OC)=[CH:61][CH:60]=[CH:59][C:58]=2OC)CCCCC1.[C:73]1(C)[CH:78]=CC=C[CH:74]=1, predict the reaction product. The product is: [CH:73]([C:61]1[CH:60]=[CH:59][CH:58]=[C:57]([CH:52]([CH3:51])[CH3:53])[C:62]=1[N:25]1[C:21]([C:11]2[C:10]([CH3:9])=[CH:15][CH:14]=[CH:13][C:12]=2[CH3:16])=[N:22][N:23]=[C:24]1[C:38]1[CH:43]=[CH:42][CH:41]=[CH:40][CH:39]=1)([CH3:78])[CH3:74]. (5) Given the reactants [Cl:1][C:2]1[C:7]([NH:8][C:9](=[O:16])[C:10]2[CH:15]=[CH:14][CH:13]=[CH:12][CH:11]=2)=[CH:6][CH:5]=[CH:4][N:3]=1.[C:17](=O)([O-])[O-].[K+].[K+].CI, predict the reaction product. The product is: [Cl:1][C:2]1[C:7]([N:8]([CH3:17])[C:9](=[O:16])[C:10]2[CH:11]=[CH:12][CH:13]=[CH:14][CH:15]=2)=[CH:6][CH:5]=[CH:4][N:3]=1. (6) Given the reactants Cl.[CH3:2][NH:3][O:4][CH3:5].[Cl-].C[Al+]C.[CH3:10][C:11]1[CH:20]=[CH:19][C:14]([C:15](OC)=[O:16])=[CH:13][N:12]=1.O, predict the reaction product. The product is: [CH3:2][N:3]([O:4][CH3:5])[C:15](=[O:16])[C:14]1[CH:19]=[CH:20][C:11]([CH3:10])=[N:12][CH:13]=1. (7) Given the reactants [H-].[Al+3].[Li+].[H-].[H-].[H-].[CH2:7]([O:14][CH2:15][CH2:16][CH:17]1[CH2:22][CH2:21][N:20]([C:23]2[CH:24]=[N:25][CH:26]=[C:27]([O:29][CH2:30][C@@H:31]3[CH2:34][CH2:33][N:32]3[C:35](OC(C)(C)C)=O)[CH:28]=2)[CH2:19][CH2:18]1)[C:8]1[CH:13]=[CH:12][CH:11]=[CH:10][CH:9]=1.[O-]S([O-])(=O)=O.[Na+].[Na+].CCOCC, predict the reaction product. The product is: [CH2:7]([O:14][CH2:15][CH2:16][CH:17]1[CH2:18][CH2:19][N:20]([C:23]2[CH:24]=[N:25][CH:26]=[C:27]([O:29][CH2:30][C@@H:31]3[CH2:34][CH2:33][N:32]3[CH3:35])[CH:28]=2)[CH2:21][CH2:22]1)[C:8]1[CH:9]=[CH:10][CH:11]=[CH:12][CH:13]=1.